From a dataset of Reaction yield outcomes from USPTO patents with 853,638 reactions. Predict the reaction yield, written as a fraction of the theoretical maximum amount of product (1.0 means a 100% yield; for example, 0.34 means a 34% yield). (1) The reactants are [CH3:1][C@@H:2]([CH2:6][C@H:7]([C@@H:9]1[C@:26]2([CH3:27])[C@H:12]([C@H:13]3[C@H:23]([CH2:24][CH2:25]2)[C@:21]2([CH3:22])[C@@H:16]([CH2:17][C@H:18]([OH:28])[CH2:19][CH2:20]2)[CH2:15][C@H:14]3[OH:29])[CH2:11][CH2:10]1)[CH3:8])[C:3]([OH:5])=[O:4].[Cr](Cl)([O-])(=O)=O.[NH+]1C=CC=CC=1. The yield is 0.760. The product is [CH3:1][C@@H:2]([CH2:6][C@H:7]([C@@H:9]1[C@:26]2([CH3:27])[C@H:12]([C@H:13]3[C@H:23]([CH2:24][CH2:25]2)[C@:21]2([CH3:22])[C@@H:16]([CH2:17][C:18](=[O:28])[CH2:19][CH2:20]2)[CH2:15][C:14]3=[O:29])[CH2:11][CH2:10]1)[CH3:8])[C:3]([OH:5])=[O:4]. The catalyst is C(Cl)(Cl)Cl.C(Cl)Cl. (2) The reactants are Cl[C:2]1[CH:7]=[C:6]([O:8][CH2:9][CH2:10][CH2:11][CH:12]2[CH2:17][CH2:16][N:15]([CH3:18])[CH2:14][CH2:13]2)[N:5]=[CH:4][C:3]=1[C:19]1[NH:23]C2C=CC(F)=C(C)C=2N=1.[CH3:30][O-:31].[Na+]. The catalyst is CO. The product is [CH3:30][O:31][C:2]1[C:3]([C:19]#[N:23])=[CH:4][N:5]=[C:6]([O:8][CH2:9][CH2:10][CH2:11][CH:12]2[CH2:17][CH2:16][N:15]([CH3:18])[CH2:14][CH2:13]2)[CH:7]=1. The yield is 1.00. (3) The reactants are [C:1]([O-:4])([O-])=O.[K+].[K+].[CH2:7]=[CH:8][C:9]1[CH:14]=[CH:13][CH:12]=[CH:11][CH:10]=1.Br[C:16]1[CH:17]=[C:18]([CH:21]=[C:22](Br)[CH:23]=1)[CH:19]=O. The catalyst is [N+](CCCC)(CCCC)(CCCC)CCCC.[Br-].CN(C=O)C.C(OCC)(=O)C.CC(O)=O.CC(O)=O.[Pd]. The product is [CH:7]([C:16]1[CH:23]=[C:22]([CH:21]=[C:18]([CH:19]=[CH:8][C:9]2[CH:14]=[CH:13][CH:12]=[CH:11][CH:10]=2)[CH:17]=1)[CH:1]=[O:4])=[CH:8][C:9]1[CH:14]=[CH:13][CH:12]=[CH:11][CH:10]=1. The yield is 0.850. (4) The reactants are [CH2:1]([O:3][C:4]1[C:13]([NH:14][C:15](=[O:23])OC2C=CC=CC=2)=[N:12][C:11]2[C:6](=[CH:7][CH:8]=[CH:9][CH:10]=2)[N:5]=1)[CH3:2].[CH2:24]([C:26]1[CH:31]=[CH:30][CH:29]=[CH:28][C:27]=1[N:32]1[CH2:37][CH2:36][NH:35][CH2:34][CH2:33]1)[CH3:25]. No catalyst specified. The product is [CH2:1]([O:3][C:4]1[C:13]([NH:14][C:15]([N:35]2[CH2:36][CH2:37][N:32]([C:27]3[CH:28]=[CH:29][CH:30]=[CH:31][C:26]=3[CH2:24][CH3:25])[CH2:33][CH2:34]2)=[O:23])=[N:12][C:11]2[C:6](=[CH:7][CH:8]=[CH:9][CH:10]=2)[N:5]=1)[CH3:2]. The yield is 0.775. (5) No catalyst specified. The reactants are [N+:1]([C:4]1[CH:13]=[C:12]2[C:7]([CH2:8][CH2:9][CH:10]([NH2:14])[CH2:11]2)=[CH:6][CH:5]=1)([O-])=O.[C:15](O[C:15]([C:17]([F:20])([F:19])[F:18])=[O:16])([C:17]([F:20])([F:19])[F:18])=[O:16].NC1C=CC=CC=1. The product is [NH2:1][C:4]1[CH:13]=[C:12]2[C:7]([CH2:8][CH2:9][CH:10]([NH:14][C:15](=[O:16])[C:17]([F:20])([F:19])[F:18])[CH2:11]2)=[CH:6][CH:5]=1. The yield is 0.900. (6) No catalyst specified. The product is [Br:1][C:2]1[CH:3]=[C:4]([N:8]2[C:12]3=[N:13][C:14]([O:17][CH3:18])=[CH:15][CH:16]=[C:11]3[C:10]([C:19]([NH2:23])=[O:21])=[N:9]2)[CH:5]=[CH:6][CH:7]=1. The reactants are [Br:1][C:2]1[CH:3]=[C:4]([N:8]2[C:12]3=[N:13][C:14]([O:17][CH3:18])=[CH:15][CH:16]=[C:11]3[C:10]([C:19]([OH:21])=O)=[N:9]2)[CH:5]=[CH:6][CH:7]=1.[Cl-].[NH4+:23]. The yield is 0.860. (7) The reactants are [Br:1][C:2]1[CH:8]=[CH:7][C:5]([NH2:6])=[CH:4][CH:3]=1.[CH3:9][CH:10]([CH3:14])[CH2:11][C:12]#[N:13].[Al+3].[Cl-].[Cl-].[Cl-]. No catalyst specified. The product is [Br:1][C:2]1[CH:8]=[CH:7][C:5]([NH:6][C:12](=[NH:13])[CH2:11][CH:10]([CH3:14])[CH3:9])=[CH:4][CH:3]=1. The yield is 0.490.